From a dataset of Aqueous solubility values for 9,982 compounds from the AqSolDB database. Regression/Classification. Given a drug SMILES string, predict its absorption, distribution, metabolism, or excretion properties. Task type varies by dataset: regression for continuous measurements (e.g., permeability, clearance, half-life) or binary classification for categorical outcomes (e.g., BBB penetration, CYP inhibition). For this dataset (solubility_aqsoldb), we predict Y. (1) The compound is CC1(C)CC2(CC(C)(C)N1)OC1(CCCCCCCCCCC1)NC2=O. The Y is -5.08 log mol/L. (2) The drug is S=c1[nH]nc(SSc2n[nH]c(=S)s2)s1. The Y is -3.25 log mol/L.